From a dataset of Reaction yield outcomes from USPTO patents with 853,638 reactions. Predict the reaction yield, written as a fraction of the theoretical maximum amount of product (1.0 means a 100% yield; for example, 0.34 means a 34% yield). (1) The catalyst is C1(C)C=CC=CC=1.C(Cl)Cl.O. The yield is 0.180. The product is [CH3:18][C:2]1([CH3:1])[C:6]([CH3:7])([CH3:8])[O:5][B:4]([C:9]2[CH:10]=[CH:11][C:12]([C:13]([NH:29][CH:26]3[CH2:27][CH2:28][O:23][CH2:24][CH2:25]3)=[O:15])=[CH:16][CH:17]=2)[O:3]1. The reactants are [CH3:1][C:2]1([CH3:18])[C:6]([CH3:8])([CH3:7])[O:5][B:4]([C:9]2[CH:17]=[CH:16][C:12]([C:13]([OH:15])=O)=[CH:11][CH:10]=2)[O:3]1.S(Cl)(Cl)=O.[O:23]1[CH2:28][CH2:27][CH:26]([NH2:29])[CH2:25][CH2:24]1.C(N(CC)CC)C. (2) The reactants are [CH2:1]([C:3]1[C:4](=[O:10])[NH:5][C:6]([CH3:9])=[CH:7][CH:8]=1)[CH3:2].[Br:11]N1C(=O)CCC1=O. The catalyst is CO. The product is [Br:11][C:7]1[CH:8]=[C:3]([CH2:1][CH3:2])[C:4](=[O:10])[NH:5][C:6]=1[CH3:9]. The yield is 0.953. (3) The reactants are [CH3:1]C(C)([O-])C.[K+].[O:7]1[C:11]2[CH:12]=[CH:13][CH:14]=[CH:15][C:10]=2[CH:9]=[C:8]1[CH:16]1[CH2:21][CH2:20][CH:19]([CH:22]=[O:23])[CH2:18][CH2:17]1.IC. The catalyst is ClCCl. The product is [O:7]1[C:11]2[CH:12]=[CH:13][CH:14]=[CH:15][C:10]=2[CH:9]=[C:8]1[CH:16]1[CH2:17][CH2:18][C:19]([CH3:1])([CH:22]=[O:23])[CH2:20][CH2:21]1. The yield is 0.690. (4) The reactants are [CH:1]1[CH:5]=[C:4]([Br:6])[O:3][C:2]=1[CH:7]=O.Cl.[CH3:10][NH:11][CH3:12].C(O[BH-](OC(=O)C)OC(=O)C)(=O)C.[Na+].C(N(CC)CC)C. The catalyst is ClCCl.O. The product is [Br:6][C:4]1[O:3][C:2]([CH2:7][N:11]([CH3:12])[CH3:10])=[CH:1][CH:5]=1. The yield is 0.760. (5) The reactants are C([N:8]1[CH2:13][CH2:12][CH:11]([N:14]2[CH2:23][C:22]3[C:17](=[CH:18][CH:19]=[C:20]([OH:24])[CH:21]=3)[NH:16][C:15]2=[O:25])[CH2:10][CH2:9]1)C1C=CC=CC=1. The catalyst is CO.[Pd]. The product is [OH:24][C:20]1[CH:21]=[C:22]2[C:17](=[CH:18][CH:19]=1)[NH:16][C:15](=[O:25])[N:14]([CH:11]1[CH2:12][CH2:13][NH:8][CH2:9][CH2:10]1)[CH2:23]2. The yield is 0.810. (6) The reactants are [CH3:1][O:2][C:3]1[CH:4]=[C:5]([OH:11])[CH:6]=[CH:7][C:8]=1[O:9][CH3:10].[H-].[Na+].[CH:14]1([N:17]2[C:21](=[O:22])[CH:20]=[C:19]([NH:23][C:24]3[C:31](F)=[CH:30][CH:29]=[CH:28][C:25]=3[C:26]#[N:27])[CH2:18]2)[CH2:16]C1. The catalyst is CN(C)C=O.C(Cl)Cl. The product is [NH2:27][C:26]1[C:25]2[CH:28]=[CH:29][CH:30]=[C:31]([O:11][C:5]3[CH:6]=[CH:7][C:8]([O:9][CH3:10])=[C:3]([O:2][CH3:1])[CH:4]=3)[C:24]=2[N:23]=[C:19]2[CH2:18][N:17]([CH2:14][CH3:16])[C:21](=[O:22])[C:20]=12. The yield is 0.140.